Task: Predict the product of the given reaction.. Dataset: Forward reaction prediction with 1.9M reactions from USPTO patents (1976-2016) (1) Given the reactants [CH2:1]([C:3]1[CH:4]=[C:5]([CH:9]=[CH:10][CH:11]=1)[C:6](O)=[O:7])[CH3:2].S(Cl)([Cl:14])=O, predict the reaction product. The product is: [CH2:1]([C:3]1[CH:4]=[C:5]([CH:9]=[CH:10][CH:11]=1)[C:6]([Cl:14])=[O:7])[CH3:2]. (2) The product is: [CH3:24][C:11](=[CH:17][CH2:18][CH2:19][CH2:20][CH2:21][CH3:22])[C:12]([O:14][CH2:15][CH3:16])=[O:13]. Given the reactants [H-].[Na+].C(OP([CH2:11][C:12]([O:14][CH2:15][CH3:16])=[O:13])(OCC)=O)C.[CH2:17](O)[CH2:18][CH2:19][CH2:20][CH2:21][CH3:22].[CH3:24]CCCCC, predict the reaction product. (3) Given the reactants [NH:1]1[CH:5]=[CH:4][C:3]([C:6]([OH:8])=O)=[N:2]1.[NH2:9][C:10]1[CH:15]=[CH:14][C:13]([C@@H:16]2[O:21][CH2:20][CH2:19][N:18]([C:22]([O:24][C:25]([CH3:28])([CH3:27])[CH3:26])=[O:23])[CH2:17]2)=[CH:12][CH:11]=1.[Cl-].COC1N=C(OC)N=C([N+]2(C)CCOCC2)N=1, predict the reaction product. The product is: [NH:1]1[CH:5]=[CH:4][C:3]([C:6]([NH:9][C:10]2[CH:15]=[CH:14][C:13]([C@@H:16]3[O:21][CH2:20][CH2:19][N:18]([C:22]([O:24][C:25]([CH3:28])([CH3:27])[CH3:26])=[O:23])[CH2:17]3)=[CH:12][CH:11]=2)=[O:8])=[N:2]1. (4) Given the reactants [CH3:1][O:2][C:3](=[O:21])[CH:4]([NH2:20])[CH2:5][C:6]1[CH:7]=[N:8][C:9]([O:12][CH2:13][C:14]2[CH:19]=[CH:18][CH:17]=[CH:16][CH:15]=2)=[CH:10][CH:11]=1.[C:22](C1NC=CN=1)(C1NC=CN=1)=[O:23].[NH:34]1[CH2:39][CH2:38][CH:37]([N:40]2[CH2:49][C:48]3[C:43](=[CH:44][CH:45]=[CH:46][CH:47]=3)[NH:42][C:41]2=[O:50])[CH2:36][CH2:35]1, predict the reaction product. The product is: [CH3:1][O:2][C:3](=[O:21])[CH:4]([NH:20][C:22]([N:34]1[CH2:35][CH2:36][CH:37]([N:40]2[CH2:49][C:48]3[C:43](=[CH:44][CH:45]=[CH:46][CH:47]=3)[NH:42][C:41]2=[O:50])[CH2:38][CH2:39]1)=[O:23])[CH2:5][C:6]1[CH:7]=[N:8][C:9]([O:12][CH2:13][C:14]2[CH:19]=[CH:18][CH:17]=[CH:16][CH:15]=2)=[CH:10][CH:11]=1. (5) Given the reactants [CH:1]([C:4]1[CH:5]=[C:6]([CH:10]=[C:11]([CH:15]([CH3:17])[CH3:16])[C:12]=1[O:13][CH3:14])[C:7]([OH:9])=O)([CH3:3])[CH3:2].[CH3:18][C:19]1[O:20][C:21]2[CH:27]=[CH:26][CH:25]=[CH:24][C:22]=2[CH:23]=1.[Sn](Cl)(Cl)(Cl)Cl, predict the reaction product. The product is: [CH3:18][C:19]1[O:20][C:21]2[CH:27]=[CH:26][CH:25]=[CH:24][C:22]=2[C:23]=1[C:7](=[O:9])[C:6]1[CH:10]=[C:11]([CH:15]([CH3:17])[CH3:16])[C:12]([O:13][CH3:14])=[C:4]([CH:1]([CH3:2])[CH3:3])[CH:5]=1. (6) Given the reactants [CH2:1]1[C:9]2[C:4](=[CH:5][CH:6]=[CH:7][CH:8]=2)[CH2:3][O:2]1.[CH2:10]([N:17]1[CH2:22][CH2:21][CH:20]([CH:23]=[O:24])[CH2:19][CH2:18]1)[C:11]1[CH:16]=[CH:15][CH:14]=[CH:13][CH:12]=1.O.C(OCC)(=O)C, predict the reaction product. The product is: [CH2:10]([N:17]1[CH2:22][CH2:21][CH:20]([CH:23]([CH:1]2[C:9]3[C:4](=[CH:5][CH:6]=[CH:7][CH:8]=3)[CH2:3][O:2]2)[OH:24])[CH2:19][CH2:18]1)[C:11]1[CH:16]=[CH:15][CH:14]=[CH:13][CH:12]=1. (7) The product is: [N:24]1[CH:29]=[CH:28][C:27]([C:2]2[CH:7]=[CH:6][C:5]([NH:8][C:9](=[O:15])[O:10][C:11]([CH3:14])([CH3:13])[CH3:12])=[C:4]([NH:16][C:17](=[O:23])[O:18][C:19]([CH3:22])([CH3:21])[CH3:20])[CH:3]=2)=[CH:26][CH:25]=1. Given the reactants Br[C:2]1[CH:7]=[CH:6][C:5]([NH:8][C:9](=[O:15])[O:10][C:11]([CH3:14])([CH3:13])[CH3:12])=[C:4]([NH:16][C:17](=[O:23])[O:18][C:19]([CH3:22])([CH3:21])[CH3:20])[CH:3]=1.[N:24]1[CH:29]=[CH:28][C:27](B(O)O)=[CH:26][CH:25]=1.C(=O)([O-])[O-].[Na+].[Na+], predict the reaction product. (8) Given the reactants Br[C:2]1[CH:3]=[C:4](OC)[C:5]([N:8]2[CH2:13][CH2:12][N:11]([CH3:14])[CH2:10][CH2:9]2)=[N:6][CH:7]=1.ClC1C=[C:22]([O:24]C)C=CN=1, predict the reaction product. The product is: [CH3:22][O:24][C:3]1[CH:2]=[CH:7][N:6]=[C:5]([N:8]2[CH2:9][CH2:10][N:11]([CH3:14])[CH2:12][CH2:13]2)[CH:4]=1.